Dataset: Full USPTO retrosynthesis dataset with 1.9M reactions from patents (1976-2016). Task: Predict the reactants needed to synthesize the given product. (1) Given the product [CH3:1][C:2]1[N:3]([C:7]2[CH:25]=[CH:24][C:10]([CH2:11][O:12][C:13]3[CH:23]=[CH:22][C:16]([C:17]([OH:19])=[O:18])=[CH:15][CH:14]=3)=[CH:9][CH:8]=2)[CH:4]=[CH:5][N:6]=1, predict the reactants needed to synthesize it. The reactants are: [CH3:1][C:2]1[N:3]([C:7]2[CH:25]=[CH:24][C:10]([CH2:11][O:12][C:13]3[CH:23]=[CH:22][C:16]([C:17]([O:19]CC)=[O:18])=[CH:15][CH:14]=3)=[CH:9][CH:8]=2)[CH:4]=[CH:5][N:6]=1.O.[OH-].[Li+].Cl. (2) Given the product [N:39]1([CH2:2][C:3]2[CH:8]=[CH:7][C:6]([S:9]([N:12]3[CH2:17][CH2:16][N:15]([CH2:18][CH:19]4[CH2:24][CH2:23][N:22]([C:25]([O:27][C:28]([CH3:31])([CH3:30])[CH3:29])=[O:26])[CH2:21][CH2:20]4)[C:14](=[O:32])[CH2:13]3)(=[O:11])=[O:10])=[CH:5][CH:4]=2)[CH:43]=[CH:42][N:41]=[CH:40]1, predict the reactants needed to synthesize it. The reactants are: Br[CH2:2][C:3]1[CH:8]=[CH:7][C:6]([S:9]([N:12]2[CH2:17][CH2:16][N:15]([CH2:18][CH:19]3[CH2:24][CH2:23][N:22]([C:25]([O:27][C:28]([CH3:31])([CH3:30])[CH3:29])=[O:26])[CH2:21][CH2:20]3)[C:14](=[O:32])[CH2:13]2)(=[O:11])=[O:10])=[CH:5][CH:4]=1.C(=O)([O-])[O-].[K+].[K+].[NH:39]1[CH:43]=[CH:42][N:41]=[CH:40]1.